From a dataset of Full USPTO retrosynthesis dataset with 1.9M reactions from patents (1976-2016). Predict the reactants needed to synthesize the given product. (1) The reactants are: [Br:1][C:2]1[CH:3]=[CH:4][CH:5]=[C:6]2[C:11]=1[N:10]=[C:9](Cl)[N:8]([CH:13]1[CH2:15][CH2:14]1)[C:7]2=[O:16].[C:17]([NH2:21])([CH3:20])([CH3:19])[CH3:18]. Given the product [Br:1][C:2]1[CH:3]=[CH:4][CH:5]=[C:6]2[C:11]=1[N:10]=[C:9]([NH:21][C:17]([CH3:20])([CH3:19])[CH3:18])[N:8]([CH:13]1[CH2:15][CH2:14]1)[C:7]2=[O:16], predict the reactants needed to synthesize it. (2) Given the product [CH2:17]([O:10][C:9](=[O:11])[CH2:8][C:4]1[CH:5]=[CH:6][CH:7]=[C:2]([Cl:1])[CH:3]=1)[CH3:18], predict the reactants needed to synthesize it. The reactants are: [Cl:1][C:2]1[CH:3]=[C:4]([CH2:8][C:9]([OH:11])=[O:10])[CH:5]=[CH:6][CH:7]=1.S(=O)(=O)(O)O.[CH2:17](O)[CH3:18]. (3) The reactants are: [OH:1][CH:2]1[CH2:7][CH2:6][CH2:5][CH:4]([O:8][CH2:9][C:10]2[CH:19]=[CH:18][CH:17]=[C:16]([CH3:20])[C:11]=2[C:12]([O:14]C)=[O:13])[CH2:3]1.[Cl:21][C:22]1[CH:23]=[C:24]([C:28]2[O:29][C:30]([CH3:35])=[C:31]([CH2:33]I)[N:32]=2)[CH:25]=[CH:26][CH:27]=1. Given the product [Cl:21][C:22]1[CH:23]=[C:24]([C:28]2[O:29][C:30]([CH3:35])=[C:31]([CH2:33][O:1][CH:2]3[CH2:7][CH2:6][CH2:5][CH:4]([O:8][CH2:9][C:10]4[CH:19]=[CH:18][CH:17]=[C:16]([CH3:20])[C:11]=4[C:12]([OH:14])=[O:13])[CH2:3]3)[N:32]=2)[CH:25]=[CH:26][CH:27]=1, predict the reactants needed to synthesize it. (4) Given the product [Cl:1][C:2]1[CH:10]=[C:9]([CH:11]([CH3:13])[CH3:12])[C:5]([C:6]([OH:8])=[O:7])=[CH:4][N:3]=1, predict the reactants needed to synthesize it. The reactants are: [Cl:1][C:2]1[CH:10]=[CH:9][C:5]([C:6]([OH:8])=[O:7])=[CH:4][N:3]=1.[CH:11]([Mg]Cl)([CH3:13])[CH3:12].CO.ClC1C(=O)C(C#N)=C(C#N)C(=O)C=1Cl. (5) Given the product [F:37][CH:36]([F:38])[O:35][C:8]1[C:7]2[C:12](=[C:13]([F:16])[CH:14]=[CH:15][C:6]=2[O:5][CH2:4][C:3]([OH:2])=[O:39])[N:11]=[C:10]([CH2:17][CH3:18])[C:9]=1[CH2:19][C:20]1[CH:21]=[CH:22][C:23]([C:41]2[S:42][CH:43]=[CH:44][N:45]=2)=[CH:24][CH:25]=1, predict the reactants needed to synthesize it. The reactants are: C[O:2][C:3](=[O:39])[CH2:4][O:5][C:6]1[CH:15]=[CH:14][C:13]([F:16])=[C:12]2[C:7]=1[C:8]([O:35][CH:36]([F:38])[F:37])=[C:9]([CH2:19][C:20]1[CH:25]=[CH:24][C:23](B3OC(C)(C)C(C)(C)O3)=[CH:22][CH:21]=1)[C:10]([CH2:17][CH3:18])=[N:11]2.Br[C:41]1[S:42][CH:43]=[CH:44][N:45]=1.O1CCOCC1.C(=O)([O-])[O-].[Cs+].[Cs+].